From a dataset of Catalyst prediction with 721,799 reactions and 888 catalyst types from USPTO. Predict which catalyst facilitates the given reaction. (1) Reactant: [F:1][C:2]([F:16])([F:15])[C:3]1[CH:14]=[CH:13][C:6]([CH2:7][CH:8]([C:11]#[N:12])[C:9]#[N:10])=[CH:5][CH:4]=1.[H-].[Na+].Br[CH2:20][CH2:21][C:22]([F:26])=[C:23]([F:25])[F:24]. Product: [F:26][C:22](=[C:23]([F:25])[F:24])[CH2:21][CH2:20][C:8]([CH2:7][C:6]1[CH:5]=[CH:4][C:3]([C:2]([F:15])([F:16])[F:1])=[CH:14][CH:13]=1)([C:11]#[N:12])[C:9]#[N:10]. The catalyst class is: 9. (2) Reactant: [Br:1][C:2]1[C:3](=[O:26])[N:4]([CH2:18][CH2:19][C:20]2[CH:25]=[CH:24][CH:23]=[CH:22][CH:21]=2)[C:5]([C:9]2[CH:14]=[CH:13][CH:12]=[C:11]([F:15])[C:10]=2[O:16]C)=[N:6][C:7]=1[CH3:8].B(Br)(Br)Br. Product: [Br:1][C:2]1[C:3](=[O:26])[N:4]([CH2:18][CH2:19][C:20]2[CH:25]=[CH:24][CH:23]=[CH:22][CH:21]=2)[C:5]([C:9]2[CH:14]=[CH:13][CH:12]=[C:11]([F:15])[C:10]=2[OH:16])=[N:6][C:7]=1[CH3:8]. The catalyst class is: 793. (3) Reactant: CN(C(ON1N=NC2C=CC=CC1=2)=[N+](C)C)C.F[P-](F)(F)(F)(F)F.[CH3:25][C:26]1[C:31]([O:32][C:33]2[CH:38]=[CH:37][N:36]=[C:35]([NH:39][C:40]3[CH:48]=[CH:47][C:43]([C:44]([O-])=[O:45])=[CH:42][CH:41]=3)[CH:34]=2)=[CH:30][CH:29]=[C:28]([CH3:49])[N:27]=1.[Li+].[NH2:51][CH2:52][CH2:53][NH:54][S:55]([N:58]([CH3:60])[CH3:59])(=[O:57])=[O:56].CCN(CC)CC. Product: [CH3:25][C:26]1[C:31]([O:32][C:33]2[CH:38]=[CH:37][N:36]=[C:35]([NH:39][C:40]3[CH:41]=[CH:42][C:43]([C:44]([NH:51][CH2:52][CH2:53][NH:54][S:55](=[O:57])(=[O:56])[N:58]([CH3:60])[CH3:59])=[O:45])=[CH:47][CH:48]=3)[CH:34]=2)=[CH:30][CH:29]=[C:28]([CH3:49])[N:27]=1. The catalyst class is: 3. (4) The catalyst class is: 150. Product: [NH2:21][C:9]1[CH:8]=[CH:7][C:6]([O:5][C:4]2[CH:24]=[CH:25][C:26]([F:27])=[C:2]([F:1])[CH:3]=2)=[CH:11][C:10]=1[CH2:12][NH:13][C:14](=[O:20])[O:15][C:16]([CH3:18])([CH3:17])[CH3:19]. Reactant: [F:1][C:2]1[CH:3]=[C:4]([CH:24]=[CH:25][C:26]=1[F:27])[O:5][C:6]1[CH:7]=[CH:8][C:9]([N+:21]([O-])=O)=[C:10]([CH2:12][NH:13][C:14](=[O:20])[O:15][C:16]([CH3:19])([CH3:18])[CH3:17])[CH:11]=1.[Cl-].[NH4+].C(O)C. (5) Reactant: [F:1][C:2]1[CH:3]=[C:4]2[C:8](=[CH:9][C:10]=1[O:11]C)[N:7]([S:13]([CH3:16])(=[O:15])=[O:14])[CH:6]=[CH:5]2.B(Br)(Br)Br. Product: [F:1][C:2]1[CH:3]=[C:4]2[C:8](=[CH:9][C:10]=1[OH:11])[N:7]([S:13]([CH3:16])(=[O:14])=[O:15])[CH:6]=[CH:5]2. The catalyst class is: 4. (6) Reactant: [Br:1][C:2]1[C:11]([O:12][CH2:13][C:14]#[N:15])=[CH:10][CH:9]=[C:8]2[C:3]=1[CH:4]=[CH:5][C:6]([CH2:16][N:17]([CH3:31])[C:18]([C:20]1[C:24]3[CH:25]=[CH:26][CH:27]=[CH:28][C:23]=3[O:22][C:21]=1[CH2:29][CH3:30])=[O:19])=[CH:7]2.[N-:32]=[N+:33]=[N-:34].[Na+].[Cl-].[NH4+].[OH-].[Na+]. Product: [Br:1][C:2]1[C:11]([O:12][CH2:13][C:14]2[NH:34][N:33]=[N:32][N:15]=2)=[CH:10][CH:9]=[C:8]2[C:3]=1[CH:4]=[CH:5][C:6]([CH2:16][N:17]([CH3:31])[C:18]([C:20]1[C:24]3[CH:25]=[CH:26][CH:27]=[CH:28][C:23]=3[O:22][C:21]=1[CH2:29][CH3:30])=[O:19])=[CH:7]2. The catalyst class is: 18. (7) Reactant: [CH3:1][O:2][C:3]1[CH:10]=[CH:9][C:6]([CH2:7][OH:8])=[CH:5][CH:4]=1.[H-].[Na+].F[C:14]1[CH:19]=[CH:18][C:17]([I:20])=[CH:16][N:15]=1. Product: [I:20][C:17]1[CH:18]=[CH:19][C:14]([O:8][CH2:7][C:6]2[CH:9]=[CH:10][C:3]([O:2][CH3:1])=[CH:4][CH:5]=2)=[N:15][CH:16]=1. The catalyst class is: 3.